Dataset: Full USPTO retrosynthesis dataset with 1.9M reactions from patents (1976-2016). Task: Predict the reactants needed to synthesize the given product. (1) Given the product [CH3:30][N:37]([CH3:36])[C:2]1[CH:29]=[CH:28][C:5]([CH2:6][CH2:7][N:8]2[CH2:13][CH2:12][CH:11]([C:14]([C:22]3[CH:27]=[CH:26][CH:25]=[CH:24][CH:23]=3)([C:16]3[CH:21]=[CH:20][CH:19]=[CH:18][CH:17]=3)[OH:15])[CH2:10][CH2:9]2)=[CH:4][CH:3]=1, predict the reactants needed to synthesize it. The reactants are: N[C:2]1[CH:29]=[CH:28][C:5]([CH2:6][CH2:7][N:8]2[CH2:13][CH2:12][CH:11]([C:14]([C:22]3[CH:27]=[CH:26][CH:25]=[CH:24][CH:23]=3)([C:16]3[CH:21]=[CH:20][CH:19]=[CH:18][CH:17]=3)[OH:15])[CH2:10][CH2:9]2)=[CH:4][CH:3]=1.[C:30](O)(=O)C.C=O.[C:36]([BH3-])#[N:37].[Na+]. (2) Given the product [Cl:27][C:16]1[CH:17]=[C:18]2[C:26](=[C:14]([NH:13][C:12]([CH:5]3[CH2:6][O:7][C:8]([CH3:11])([CH3:10])[CH2:9][N:4]3[CH2:3][CH:2]([NH:1][C:36]([C:35]3[C:34]([CH3:39])=[N:33][CH:32]=[N:31][C:30]=3[CH3:29])=[O:37])[CH3:28])=[O:42])[CH:15]=1)[NH:25][C:24]1[CH:23]=[N:22][CH:21]=[CH:20][C:19]2=1, predict the reactants needed to synthesize it. The reactants are: [NH2:1][CH:2]([CH3:28])[CH2:3][N:4]1[CH2:9][C:8]([CH3:11])([CH3:10])[O:7][CH2:6][CH:5]1[CH2:12][NH:13][C:14]1[CH:15]=[C:16]([Cl:27])[CH:17]=[C:18]2[C:26]=1[NH:25][C:24]1[CH:23]=[N:22][CH:21]=[CH:20][C:19]2=1.[CH3:29][C:30]1[C:35]([C:36](O)=[O:37])=[C:34]([CH3:39])[N:33]=[CH:32][N:31]=1.C([O-])(=[O:42])C.[NH4+]. (3) Given the product [CH3:16][C:17]1[CH:25]=[CH:24][C:20]([C:21]([N:2]([CH3:1])[C:3]2[CH:4]=[N:5][CH:6]=[CH:7][C:8]=2[C:9]2[CH:14]=[CH:13][CH:12]=[CH:11][C:10]=2[CH3:15])=[O:23])=[CH:19][C:18]=1[C:26]([F:29])([F:28])[F:27], predict the reactants needed to synthesize it. The reactants are: [CH3:1][NH:2][C:3]1[CH:4]=[N:5][CH:6]=[CH:7][C:8]=1[C:9]1[CH:14]=[CH:13][CH:12]=[CH:11][C:10]=1[CH3:15].[CH3:16][C:17]1[CH:25]=[CH:24][C:20]([C:21]([OH:23])=O)=[CH:19][C:18]=1[C:26]([F:29])([F:28])[F:27]. (4) Given the product [CH2:25]([O:24][C:22]1[CH:23]=[C:18]([C:14]2[CH:13]=[C:12]3[C:17](=[N:16][CH:15]=2)[NH:8][CH2:9][CH2:10][CH2:11]3)[CH:19]=[N:20][CH:21]=1)[C:26]1[CH:27]=[CH:28][CH:29]=[CH:30][CH:31]=1, predict the reactants needed to synthesize it. The reactants are: C(OC([N:8]1[C:17]2[C:12](=[CH:13][C:14]([C:18]3[CH:19]=[N:20][CH:21]=[C:22]([O:24][CH2:25][C:26]4[CH:31]=[CH:30][CH:29]=[CH:28][CH:27]=4)[CH:23]=3)=[CH:15][N:16]=2)[CH2:11][CH2:10][CH2:9]1)=O)(C)(C)C. (5) Given the product [C:1]([C@H:5]1[CH2:6][CH2:7][C@H:8]([O:11][C:12]2[C:13]([C:59]([F:62])([F:61])[F:60])=[C:14]3[C:19](=[CH:20][CH:21]=2)[CH:18]=[C:17]([C:22]([N+:30]([O-:32])=[O:31])([CH3:29])[CH2:23][CH2:24][C:25]([O:27][CH3:28])=[O:26])[CH:16]=[CH:15]3)[CH2:9][CH2:10]1)([CH3:4])([CH3:2])[CH3:3], predict the reactants needed to synthesize it. The reactants are: [C:1]([C@H:5]1[CH2:10][CH2:9][C@H:8]([O:11][C:12]2[CH:13]=[C:14]3[C:19](=[CH:20][CH:21]=2)[CH:18]=[C:17]([C:22]([N+:30]([O-:32])=[O:31])([CH3:29])[CH2:23][CH2:24][C:25]([O:27][CH3:28])=[O:26])[CH:16]=[CH:15]3)[CH2:7][CH2:6]1)([CH3:4])([CH3:3])[CH3:2].C([C@H]1CC[C@H](OC2C=CC3C(=CC=C(C([N+]([O-])=O)C)C=3)C=2[C:59]([F:62])([F:61])[F:60])CC1)(C)(C)C.